From a dataset of Forward reaction prediction with 1.9M reactions from USPTO patents (1976-2016). Predict the product of the given reaction. Given the reactants [N:1]1[CH:6]=[CH:5][CH:4]=[CH:3][C:2]=1[O:7][C:8]1[CH:16]=[CH:15][C:11](C(O)=O)=[CH:10][CH:9]=1.O[N:18]1C(=O)CC[C:19]1=O.CCN=C=NC[CH2:31][CH2:32]N(C)C.Cl.C([O-])([O-])=[O:38].[Na+].[Na+].[CH3:43][C:44]1([CH3:53])[CH2:49][CH:48]([NH2:50])[CH2:47][C:46]([CH3:52])([CH3:51])[NH:45]1, predict the reaction product. The product is: [CH3:19][NH:18][C:6]1[N:1]=[C:2]([O:7][CH2:8][C:16]2[CH:15]=[CH:11][C:10]([C:9]([NH:50][CH:48]3[CH2:47][C:46]([CH3:52])([CH3:51])[NH:45][C:44]([CH3:53])([CH3:43])[CH2:49]3)=[O:38])=[CH:32][CH:31]=2)[CH:3]=[CH:4][CH:5]=1.